Predict the product of the given reaction. From a dataset of Forward reaction prediction with 1.9M reactions from USPTO patents (1976-2016). Given the reactants [CH3:1][N:2]1[C:10]2[C:5](=[CH:6][C:7]([N+:11]([O-])=O)=[CH:8][CH:9]=2)[C:4]2([CH2:15][CH2:14]2)[C:3]1=[O:16].O.O.[Sn](Cl)Cl, predict the reaction product. The product is: [NH2:11][C:7]1[CH:6]=[C:5]2[C:10](=[CH:9][CH:8]=1)[N:2]([CH3:1])[C:3](=[O:16])[C:4]12[CH2:14][CH2:15]1.